This data is from Full USPTO retrosynthesis dataset with 1.9M reactions from patents (1976-2016). The task is: Predict the reactants needed to synthesize the given product. (1) Given the product [F:71][C:65]1[C:66]([F:70])=[CH:67][CH:68]=[CH:69][C:64]=1[CH2:63][S:62][C:48]1[N:47]=[C:46]([NH:8][S:5]([N:1]2[CH2:4][CH2:3][CH2:2]2)(=[O:7])=[O:6])[CH:51]=[C:50]([O:52][C@@H:53]([C@H:55]2[CH2:59][O:58][C:57]([CH3:60])([CH3:61])[O:56]2)[CH3:54])[N:49]=1, predict the reactants needed to synthesize it. The reactants are: [N:1]1([S:5]([NH2:8])(=[O:7])=[O:6])[CH2:4][CH2:3][CH2:2]1.C(=O)([O-])[O-].[Cs+].[Cs+].ClC1C=C(OC2COC(C3C=CC=CC=3)OC2)N=C(SCC2C=CC=C(F)C=2F)N=1.Cl[C:46]1[CH:51]=[C:50]([O:52][C@@H:53]([C@H:55]2[CH2:59][O:58][C:57]([CH3:61])([CH3:60])[O:56]2)[CH3:54])[N:49]=[C:48]([S:62][CH2:63][C:64]2[CH:69]=[CH:68][CH:67]=[C:66]([F:70])[C:65]=2[F:71])[N:47]=1.[Cl-].[NH4+]. (2) Given the product [O:23]1[C:27]2[CH:28]=[CH:29][CH:30]=[CH:31][C:26]=2[CH2:25][C@@H:24]1[CH2:32][N:33]([CH3:34])[C:18]([C:12]1[S:13][C:14]2[CH2:15][CH2:16][O:17][C:8]3[CH:7]=[C:6]([C:4]4[CH:3]=[N:2][NH:1][CH:5]=4)[CH:22]=[CH:21][C:9]=3[C:10]=2[N:11]=1)=[O:20], predict the reactants needed to synthesize it. The reactants are: [NH:1]1[CH:5]=[C:4]([C:6]2[CH:22]=[CH:21][C:9]3[C:10]4[N:11]=[C:12]([C:18]([OH:20])=O)[S:13][C:14]=4[CH2:15][CH2:16][O:17][C:8]=3[CH:7]=2)[CH:3]=[N:2]1.[O:23]1[C:27]2[CH:28]=[CH:29][CH:30]=[CH:31][C:26]=2[CH2:25][C@@H:24]1[CH2:32][NH:33][CH3:34]. (3) Given the product [CH:5]1([C:8]2[CH:9]=[CH:10][C:11]3[N:12]([N:14]=[C:15]([C:29]4[CH:30]=[CH:31][CH:32]=[CH:33][CH:34]=4)[C:16]=3[CH:17]([OH:18])[C:19]3[N:24]=[C:23]([C:25]([O:27][CH3:28])=[O:26])[CH:22]=[CH:21][CH:20]=3)[CH:13]=2)[CH2:7][CH2:6]1, predict the reactants needed to synthesize it. The reactants are: CO.[BH4-].[Na+].[CH:5]1([C:8]2[CH:9]=[CH:10][C:11]3[N:12]([N:14]=[C:15]([C:29]4[CH:34]=[CH:33][CH:32]=[CH:31][CH:30]=4)[C:16]=3[C:17]([C:19]3[N:24]=[C:23]([C:25]([O:27][CH3:28])=[O:26])[CH:22]=[CH:21][CH:20]=3)=[O:18])[CH:13]=2)[CH2:7][CH2:6]1.[Cl-].[NH4+]. (4) Given the product [Cl:9][C:10]1[N:11]=[CH:12][N:13]=[C:14]([NH:6][C:2]2[S:1][CH:5]=[CH:4][N:3]=2)[CH:15]=1, predict the reactants needed to synthesize it. The reactants are: [S:1]1[CH:5]=[CH:4][N:3]=[C:2]1[NH2:6].[H-].[Na+].[Cl:9][C:10]1[CH:15]=[C:14](Cl)[N:13]=[CH:12][N:11]=1. (5) Given the product [OH:19][C:17]([C:2]1[CH:7]=[CH:6][CH:5]=[CH:4][C:3]=1[OH:8])([CH3:18])[CH2:16][O:15][CH3:14], predict the reactants needed to synthesize it. The reactants are: Br[C:2]1[CH:7]=[CH:6][CH:5]=[CH:4][C:3]=1[OH:8].C([Li])CCC.[CH3:14][O:15][CH2:16][C:17](=[O:19])[CH3:18]. (6) The reactants are: Cl.[F:2][CH:3]1[CH2:6][NH:5][CH2:4]1.[F:7][C:8]([F:58])([F:57])[C:9]1[CH:10]=[C:11]([C@H:19]2[O:23][C:22](=[O:24])[N:21]([CH2:25][C:26]3[C:31]([C:32]4[CH:33]=[C:34]([C:40]5[C:49]([CH3:50])=[CH:48][C:43]([C:44]([O:46][CH3:47])=[O:45])=[CH:42][C:41]=5[CH3:51])[CH:35]=[N:36][C:37]=4[O:38][CH3:39])=[CH:30][N:29]=[C:28](S(C)(=O)=O)[N:27]=3)[C@H:20]2[CH3:56])[CH:12]=[C:13]([C:15]([F:18])([F:17])[F:16])[CH:14]=1.C(N(CC)CC)C. Given the product [F:17][C:15]([F:16])([F:18])[C:13]1[CH:12]=[C:11]([C@H:19]2[O:23][C:22](=[O:24])[N:21]([CH2:25][C:26]3[C:31]([C:32]4[CH:33]=[C:34]([C:40]5[C:41]([CH3:51])=[CH:42][C:43]([C:44]([O:46][CH3:47])=[O:45])=[CH:48][C:49]=5[CH3:50])[CH:35]=[N:36][C:37]=4[O:38][CH3:39])=[CH:30][N:29]=[C:28]([N:5]4[CH2:6][CH:3]([F:2])[CH2:4]4)[N:27]=3)[C@H:20]2[CH3:56])[CH:10]=[C:9]([C:8]([F:7])([F:58])[F:57])[CH:14]=1, predict the reactants needed to synthesize it.